From a dataset of Catalyst prediction with 721,799 reactions and 888 catalyst types from USPTO. Predict which catalyst facilitates the given reaction. (1) Reactant: [I:1][C:2]1[C:15]([C:16]([O:18][CH2:19][CH3:20])=[O:17])=[C:5]2[C:6](=O)[NH:7][CH:8]([C:10]([F:13])([F:12])[F:11])[CH2:9][N:4]2[N:3]=1. Product: [I:1][C:2]1[C:15]([C:16]([O:18][CH2:19][CH3:20])=[O:17])=[C:5]2[CH2:6][NH:7][CH:8]([C:10]([F:12])([F:11])[F:13])[CH2:9][N:4]2[N:3]=1. The catalyst class is: 1. (2) Reactant: C(OC([N:8]1[CH2:12][C@@H:11]([CH2:13][C:14]2[CH:19]=[CH:18][CH:17]=[CH:16][CH:15]=2)[C@H:10]([CH2:20][N:21]([CH2:29][C:30]2[CH:35]=[CH:34][CH:33]=[C:32]([NH2:36])[CH:31]=2)[C:22]2[CH:27]=[CH:26][C:25]([Cl:28])=[CH:24][CH:23]=2)[CH2:9]1)=O)(C)(C)C. Product: [CH2:13]([C@H:11]1[CH2:12][NH:8][CH2:9][C@@H:10]1[CH2:20][N:21]([C:22]1[CH:27]=[CH:26][C:25]([Cl:28])=[CH:24][CH:23]=1)[CH2:29][C:30]1[CH:35]=[CH:34][CH:33]=[C:32]([NH2:36])[CH:31]=1)[C:14]1[CH:15]=[CH:16][CH:17]=[CH:18][CH:19]=1. The catalyst class is: 89. (3) Reactant: [F:1][C:2]1[CH:7]=[CH:6][C:5]([CH2:8][C:9]([OH:11])=O)=[CH:4][CH:3]=1.C(Cl)(=O)C(Cl)=O.CC1(C)C(C)(C)[O:22][B:21]([C:26]2[CH:27]=[CH:28][C:29]([NH2:32])=[N:30][CH:31]=2)[O:20]1.Cl. Product: [F:1][C:2]1[CH:3]=[CH:4][C:5]([CH2:8][C:9]([NH:32][C:29]2[N:30]=[CH:31][C:26]([B:21]([OH:22])[OH:20])=[CH:27][CH:28]=2)=[O:11])=[CH:6][CH:7]=1. The catalyst class is: 139. (4) Reactant: [CH2:1]([O:8][NH:9][C:10]([C@@H:12]1[N:17]([S:18]([C:21]2[CH:26]=[CH:25][C:24]([O:27][CH2:28][CH2:29][O:30][CH2:31][CH3:32])=[CH:23][CH:22]=2)(=[O:20])=[O:19])[CH2:16][C@@H:15]2[O:33]C(C)(C)[O:35][C@H:14]2[C@@H:13]1[OH:38])=[O:11])[C:2]1[CH:7]=[CH:6][CH:5]=[CH:4][CH:3]=1. Product: [CH2:1]([O:8][NH:9][C:10]([C@H:12]1[C@@H:13]([OH:38])[C@H:14]([OH:35])[C@@H:15]([OH:33])[CH2:16][N:17]1[S:18]([C:21]1[CH:22]=[CH:23][C:24]([O:27][CH2:28][CH2:29][O:30][CH2:31][CH3:32])=[CH:25][CH:26]=1)(=[O:20])=[O:19])=[O:11])[C:2]1[CH:3]=[CH:4][CH:5]=[CH:6][CH:7]=1. The catalyst class is: 5. (5) Reactant: [CH3:1][C:2]1[C:7]([CH2:8][S+:9]([O-:19])[C:10]2[N-:11][C:12]3[CH:13]=[CH:14][CH:15]=[CH:16][C:17]=3[N:18]=2)=[N:6][CH:5]=[CH:4][C:3]=1[O:20][CH2:21][CH2:22][CH2:23][O:24][CH3:25].[Na+].[Cl-].[Ca+2:28].[Cl-]. Product: [CH3:1][C:2]1[C:7]([CH2:8][S+:9]([O-:19])[C:10]2[NH:11][C:12]3[CH:13]=[CH:14][CH:15]=[CH:16][C:17]=3[N:18]=2)=[N:6][CH:5]=[CH:4][C:3]=1[O:20][CH2:21][CH2:22][CH2:23][O:24][CH3:25].[Ca:28]. The catalyst class is: 6.